Dataset: Forward reaction prediction with 1.9M reactions from USPTO patents (1976-2016). Task: Predict the product of the given reaction. Given the reactants [CH2:1]([O:8][C:9]1[CH:18]=[C:17]2[C:12]([C:13]([CH3:23])([CH3:22])[CH2:14][N:15](C=O)[CH:16]2[CH3:19])=[CH:11][CH:10]=1)[C:2]1[CH:7]=[CH:6][CH:5]=[CH:4][CH:3]=1.[OH-].[Na+], predict the reaction product. The product is: [CH2:1]([O:8][C:9]1[CH:18]=[C:17]2[C:12]([C:13]([CH3:22])([CH3:23])[CH2:14][NH:15][CH:16]2[CH3:19])=[CH:11][CH:10]=1)[C:2]1[CH:3]=[CH:4][CH:5]=[CH:6][CH:7]=1.